Dataset: Reaction yield outcomes from USPTO patents with 853,638 reactions. Task: Predict the reaction yield, written as a fraction of the theoretical maximum amount of product (1.0 means a 100% yield; for example, 0.34 means a 34% yield). (1) The reactants are [N+:1]([C:4]1[CH:5]=[C:6]([C:10]2[CH:19]=[N:18][C:17]3[C:12](=[CH:13][CH:14]=[CH:15][CH:16]=3)[N:11]=2)[CH:7]=[CH:8][CH:9]=1)([O-])=O.Cl[Sn]Cl.O.[OH-].[Na+]. The catalyst is C(Cl)(Cl)Cl. The product is [N:11]1[C:12]2[C:17](=[CH:16][CH:15]=[CH:14][CH:13]=2)[N:18]=[CH:19][C:10]=1[C:6]1[CH:5]=[C:4]([NH2:1])[CH:9]=[CH:8][CH:7]=1. The yield is 0.680. (2) The reactants are Br[C:2]1[S:6][C:5]([NH:7][C:8]([NH:10][C:11]2[CH:16]=[CH:15][C:14]([CH3:17])=[CH:13][C:12]=2[C:18]([CH:20]2[CH2:24][CH2:23][CH2:22][CH2:21]2)=[O:19])=[O:9])=[N:4][CH:3]=1.[SH:25][C:26]1[CH:31]=[CH:30][CH:29]=[CH:28][N:27]=1. No catalyst specified. The product is [CH:20]1([C:18]([C:12]2[CH:13]=[C:14]([CH3:17])[CH:15]=[CH:16][C:11]=2[NH:10][C:8]([NH:7][C:5]2[S:6][C:2]([S:25][C:26]3[CH:31]=[CH:30][CH:29]=[CH:28][N:27]=3)=[CH:3][N:4]=2)=[O:9])=[O:19])[CH2:24][CH2:23][CH2:22][CH2:21]1. The yield is 0.320. (3) The reactants are [NH2:1][CH2:2][C:3]1[N:4]=[C:5]([NH:8][C:9](=[O:23])[N:10]([CH:17]2[CH2:22][CH2:21][CH2:20][CH2:19][CH2:18]2)[CH:11]2[CH2:16][CH2:15][CH2:14][CH2:13][CH2:12]2)[S:6][CH:7]=1.[C:24]([NH:31][CH2:32][C:33](O)=[O:34])([O:26][C:27]([CH3:30])([CH3:29])[CH3:28])=[O:25]. The yield is 0.290. The product is [C:27]([O:26][C:24](=[O:25])[NH:31][CH2:32][C:33](=[O:34])[NH:1][CH2:2][C:3]1[N:4]=[C:5]([NH:8][C:9]([N:10]([CH:11]2[CH2:16][CH2:15][CH2:14][CH2:13][CH2:12]2)[CH:17]2[CH2:22][CH2:21][CH2:20][CH2:19][CH2:18]2)=[O:23])[S:6][CH:7]=1)([CH3:30])([CH3:28])[CH3:29]. No catalyst specified. (4) The reactants are [F:1][C:2]1[CH:7]=[C:6]([N+:8]([O-:10])=[O:9])[CH:5]=[CH:4][C:3]=1[N:11]1[CH2:16][CH2:15][NH:14][CH2:13][CH2:12]1.Br[CH2:18][CH2:19][F:20].C([O-])([O-])=O.[Na+].[Na+]. The catalyst is CN(C=O)C.CCOC(C)=O. The product is [F:20][CH2:19][CH2:18][N:14]1[CH2:15][CH2:16][N:11]([C:3]2[CH:4]=[CH:5][C:6]([N+:8]([O-:10])=[O:9])=[CH:7][C:2]=2[F:1])[CH2:12][CH2:13]1. The yield is 0.850. (5) The reactants are [CH2:1]([O:3][C:4]1[CH:5]=[C:6]([CH:24]=[CH:25][CH:26]=1)[O:7][CH2:8][C:9]([NH:11][C:12]1[CH:17]=[CH:16][C:15]([OH:18])=[CH:14][C:13]=1[NH:19][CH2:20][CH:21]([CH3:23])[CH3:22])=O)[CH3:2]. The catalyst is CC(O)=O. The product is [CH2:1]([O:3][C:4]1[CH:5]=[C:6]([CH:24]=[CH:25][CH:26]=1)[O:7][CH2:8][C:9]1[N:19]([CH2:20][CH:21]([CH3:23])[CH3:22])[C:13]2[CH:14]=[C:15]([OH:18])[CH:16]=[CH:17][C:12]=2[N:11]=1)[CH3:2]. The yield is 0.870.